This data is from Reaction yield outcomes from USPTO patents with 853,638 reactions. The task is: Predict the reaction yield, written as a fraction of the theoretical maximum amount of product (1.0 means a 100% yield; for example, 0.34 means a 34% yield). (1) The reactants are C([O:5][C:6](=[O:40])[CH2:7][O:8][C:9]1[C:14]2[CH2:15][CH2:16][CH2:17][CH2:18][CH:19]([NH:20][S:21]([C:24]3[CH:29]=[CH:28][C:27]([C:30]4[CH:35]=[CH:34][CH:33]=[C:32]([S:36]([CH3:39])(=[O:38])=[O:37])[CH:31]=4)=[CH:26][CH:25]=3)(=[O:23])=[O:22])[C:13]=2[CH:12]=[CH:11][CH:10]=1)(C)(C)C.[OH-].[Na+]. No catalyst specified. The product is [CH3:39][S:36]([C:32]1[CH:31]=[C:30]([C:27]2[CH:28]=[CH:29][C:24]([S:21]([NH:20][CH:19]3[C:13]4[CH:12]=[CH:11][CH:10]=[C:9]([O:8][CH2:7][C:6]([OH:40])=[O:5])[C:14]=4[CH2:15][CH2:16][CH2:17][CH2:18]3)(=[O:23])=[O:22])=[CH:25][CH:26]=2)[CH:35]=[CH:34][CH:33]=1)(=[O:37])=[O:38]. The yield is 0.830. (2) The reactants are [C:1]([Br:5])(Br)(Br)Br.C1(P(C2C=CC=CC=2)C2C=CC=CC=2)C=CC=CC=1.[C:25]([O:29][C:30]([C@@:32]1([CH2:47]CO)[CH:36]([F:37])[C:35](=[O:38])[N:34]([C@@H:39]([C:41]2[CH:46]=[CH:45][CH:44]=[CH:43][CH:42]=2)[CH3:40])[CH2:33]1)=[O:31])([CH3:28])([CH3:27])[CH3:26]. The catalyst is ClCCl. The product is [C:25]([O:29][C:30]([C@@:32]1([CH2:47][CH2:1][Br:5])[CH:36]([F:37])[C:35](=[O:38])[N:34]([C@@H:39]([C:41]2[CH:42]=[CH:43][CH:44]=[CH:45][CH:46]=2)[CH3:40])[CH2:33]1)=[O:31])([CH3:26])([CH3:27])[CH3:28]. The yield is 0.910.